Dataset: Catalyst prediction with 721,799 reactions and 888 catalyst types from USPTO. Task: Predict which catalyst facilitates the given reaction. (1) Reactant: Cl.[NH:2]1[CH2:5][CH:4]([OH:6])[CH2:3]1.C(N(CC)CC)C.Cl[C:15]([O:17][CH2:18][C:19]1[CH:24]=[CH:23][CH:22]=[CH:21][CH:20]=1)=[O:16]. Product: [OH:6][CH:4]1[CH2:5][N:2]([C:15]([O:17][CH2:18][C:19]2[CH:24]=[CH:23][CH:22]=[CH:21][CH:20]=2)=[O:16])[CH2:3]1. The catalyst class is: 30. (2) Reactant: [CH2:1]([OH:8])[C:2]([NH2:7])([CH2:5][OH:6])[CH2:3][OH:4].[CH3:9][C:10]1([CH3:26])[S:14][C:13]2[C:15]([CH2:24][OH:25])=[C:16]3[S:20][C:19]([CH3:22])([CH3:21])[S:18][C:17]3=[CH:23][C:12]=2[S:11]1.C([Li])CCC.CCCCCC.[CH3:38][Si:39]([CH3:42])([CH3:41])Cl. Product: [CH2:1]([OH:8])[C:2]([NH2:7])([CH2:5][OH:6])[CH2:3][OH:4].[CH3:38][Si:39]([CH3:42])([CH3:41])[C:23]1[C:12]2[S:11][C:10]([CH3:26])([CH3:9])[S:14][C:13]=2[C:15]([CH2:24][OH:25])=[C:16]2[C:17]=1[S:18][C:19]([CH3:21])([CH3:22])[S:20]2. The catalyst class is: 27. (3) Reactant: [C:1]([O:10][CH2:11][CH3:12])(=[O:9])[C:2]1[C:3](=[CH:5][CH:6]=[CH:7][CH:8]=1)[OH:4].[H-].[Na+].I[CH3:16]. Product: [CH3:16][O:4][C:3]1[CH:5]=[CH:6][CH:7]=[CH:8][C:2]=1[C:1]([O:10][CH2:11][CH3:12])=[O:9]. The catalyst class is: 1. (4) Reactant: C(Cl)(=O)C(Cl)=O.[CH2:7]([O:9][C:10]([C@@:12]1([CH3:18])[CH2:14][C@@H:13]1[C:15]([OH:17])=O)=[O:11])[CH3:8].CN(C=O)C.[Cl:24][C:25]1[CH:26]=[C:27]([Sn](C)(C)C)[CH:28]=[CH:29][C:30]=1[Cl:31]. Product: [Cl:24][C:25]1[CH:26]=[C:27]([CH:28]=[CH:29][C:30]=1[Cl:31])[C:15]([C@H:13]1[CH2:14][C@:12]1([CH3:18])[C:10]([O:9][CH2:7][CH3:8])=[O:11])=[O:17]. The catalyst class is: 390. (5) Reactant: [NH2:1][C:2]1[CH:3]=[C:4]2[C:9](=[CH:10][C:11]=1[NH:12][CH2:13][CH3:14])[N:8]=[CH:7][N:6]=[C:5]2[N:15]1[CH2:20][CH2:19][N:18]([C:21](=[S:30])[NH:22][CH2:23][C:24]2[CH:29]=[CH:28][CH:27]=[CH:26][CH:25]=2)[CH2:17][CH2:16]1.C(N(CC)CC)C.[C:38](Cl)(=[O:45])[C:39]1[CH:44]=[CH:43][CH:42]=[CH:41][CH:40]=1.O. Product: [C:38]([NH:1][C:2]1[CH:3]=[C:4]2[C:9](=[CH:10][C:11]=1[NH:12][CH2:13][CH3:14])[N:8]=[CH:7][N:6]=[C:5]2[N:15]1[CH2:20][CH2:19][N:18]([C:21](=[S:30])[NH:22][CH2:23][C:24]2[CH:29]=[CH:28][CH:27]=[CH:26][CH:25]=2)[CH2:17][CH2:16]1)(=[O:45])[C:39]1[CH:44]=[CH:43][CH:42]=[CH:41][CH:40]=1. The catalyst class is: 4. (6) Reactant: [NH2:1][CH2:2][CH2:3][CH2:4][CH2:5][CH2:6][OH:7].C(N[C:17]1[CH:53]=[CH:52][N:20]([C@@H:21]2[O:51][C@H:25]([CH2:26][O:27][C:28]([C:45]3[CH:50]=[CH:49][CH:48]=[CH:47][CH:46]=3)([C:37]3[CH:42]=[CH:41][C:40]([O:43][CH3:44])=[CH:39][CH:38]=3)[C:29]3[CH:34]=[CH:33][C:32]([O:35][CH3:36])=[CH:31][CH:30]=3)[C@@H:23]([OH:24])[CH2:22]2)[C:19](=[O:54])[N:18]=1)(=O)C1C=CC=CC=1.N12CCCNC1=NCCC2. Product: [OH:7][CH2:6][CH2:5][CH2:4][CH2:3][CH2:2][NH:1][C:17]1[CH:53]=[CH:52][N:20]([C@@H:21]2[O:51][C@H:25]([CH2:26][O:27][C:28]([C:45]3[CH:46]=[CH:47][CH:48]=[CH:49][CH:50]=3)([C:37]3[CH:42]=[CH:41][C:40]([O:43][CH3:44])=[CH:39][CH:38]=3)[C:29]3[CH:34]=[CH:33][C:32]([O:35][CH3:36])=[CH:31][CH:30]=3)[C@@H:23]([OH:24])[CH2:22]2)[C:19](=[O:54])[N:18]=1. The catalyst class is: 41. (7) Reactant: [CH3:1][O:2][C:3](=[O:36])[CH2:4][C:5]1[CH:6]=[C:7]([C:12]2[CH:17]=[CH:16][C:15]([C:18]([F:21])([F:20])[F:19])=[CH:14][C:13]=2[CH2:22][N:23]2[C@@H:27]([CH3:28])[C@@H:26]([C:29]3[CH:34]=[CH:33][CH:32]=[CH:31][CH:30]=3)[O:25][C:24]2=[O:35])[C:8]([OH:11])=[CH:9][CH:10]=1.C(=O)([O-])[O-].[Cs+].[Cs+].C1C=CC(N([S:50]([C:53]([F:56])([F:55])[F:54])(=[O:52])=[O:51])[S:50]([C:53]([F:56])([F:55])[F:54])(=[O:52])=[O:51])=CC=1.CCOC(C)=O. Product: [CH3:1][O:2][C:3](=[O:36])[CH2:4][C:5]1[CH:6]=[C:7]([C:12]2[CH:17]=[CH:16][C:15]([C:18]([F:20])([F:21])[F:19])=[CH:14][C:13]=2[CH2:22][N:23]2[C@@H:27]([CH3:28])[C@@H:26]([C:29]3[CH:34]=[CH:33][CH:32]=[CH:31][CH:30]=3)[O:25][C:24]2=[O:35])[C:8]([O:11][S:50]([C:53]([F:56])([F:55])[F:54])(=[O:52])=[O:51])=[CH:9][CH:10]=1. The catalyst class is: 18. (8) Reactant: [CH:1]1([NH:6][C:7]2[N:12]3[N:13]=[C:14]([C:23]4[CH:28]=[CH:27][C:26]([O:29][CH3:30])=[CH:25][CH:24]=4)[C:15]([C:16](=O)/[CH:17]=[CH:18]/N(C)C)=[C:11]3[CH:10]=[CH:9][CH:8]=2)[CH2:5][CH2:4][CH2:3][CH2:2]1.Cl.[CH:32]1([NH:37][C:38]([NH2:40])=[NH:39])[CH2:36][CH2:35][CH2:34][CH2:33]1.C(=O)([O-])[O-].[K+].[K+].O. Product: [CH:1]1([NH:6][C:7]2[N:12]3[N:13]=[C:14]([C:23]4[CH:28]=[CH:27][C:26]([O:29][CH3:30])=[CH:25][CH:24]=4)[C:15]([C:16]4[CH:17]=[CH:18][N:40]=[C:38]([NH:37][CH:32]5[CH2:36][CH2:35][CH2:34][CH2:33]5)[N:39]=4)=[C:11]3[CH:10]=[CH:9][CH:8]=2)[CH2:2][CH2:3][CH2:4][CH2:5]1. The catalyst class is: 9. (9) Reactant: [F:1][C:2]1[CH:7]=[CH:6][C:5]([NH:8][C:9](=[O:29])[CH2:10][C:11]([NH:13][C:14]2[CH:19]=[CH:18][C:17]([O:20][C:21]3[CH:26]=[CH:25][N:24]=[C:23]([NH2:27])[CH:22]=3)=[CH:16][C:15]=2[F:28])=[O:12])=[CH:4][CH:3]=1.C(N(CC)CC)C.[C:37](Cl)(=[O:39])[CH3:38].[OH-].[Na+]. The catalyst class is: 9. Product: [F:1][C:2]1[CH:3]=[CH:4][C:5]([NH:8][C:9](=[O:29])[CH2:10][C:11]([NH:13][C:14]2[CH:19]=[CH:18][C:17]([O:20][C:21]3[CH:26]=[CH:25][N:24]=[C:23]([NH:27][C:37](=[O:39])[CH3:38])[CH:22]=3)=[CH:16][C:15]=2[F:28])=[O:12])=[CH:6][CH:7]=1.